This data is from Catalyst prediction with 721,799 reactions and 888 catalyst types from USPTO. The task is: Predict which catalyst facilitates the given reaction. Reactant: Br[C:2]1[CH:3]=[N:4][C:5]([C:8]([NH:10][C@H:11]2[CH2:15][CH2:14][N:13]([C:16]3[C:17]4[N:18]([CH:22]=[CH:23][CH:24]=4)[CH:19]=[CH:20][N:21]=3)[CH2:12]2)=[O:9])=[N:6][CH:7]=1.[C:25]1(B2OC(C)(C)C(C)(C)O2)[CH2:29][CH2:28][CH2:27][CH:26]=1.C([O-])([O-])=O.[K+].[K+]. Product: [C:25]1([C:2]2[CH:3]=[N:4][C:5]([C:8]([NH:10][C@H:11]3[CH2:15][CH2:14][N:13]([C:16]4[C:17]5[N:18]([CH:22]=[CH:23][CH:24]=5)[CH:19]=[CH:20][N:21]=4)[CH2:12]3)=[O:9])=[N:6][CH:7]=2)[CH2:29][CH2:28][CH2:27][CH:26]=1. The catalyst class is: 710.